From a dataset of Full USPTO retrosynthesis dataset with 1.9M reactions from patents (1976-2016). Predict the reactants needed to synthesize the given product. (1) Given the product [CH3:1][N:2]1[C:6]([C:7]2[CH:8]=[N:9][CH:10]=[CH:11][CH:12]=2)=[C:5](/[CH:13]=[CH:14]/[C:15]([OH:17])=[O:16])[CH:4]=[N:3]1, predict the reactants needed to synthesize it. The reactants are: [CH3:1][N:2]1[C:6]([C:7]2[CH:8]=[N:9][CH:10]=[CH:11][CH:12]=2)=[C:5](/[CH:13]=[CH:14]/[C:15]([O:17]CC)=[O:16])[CH:4]=[N:3]1.[OH-].[Na+].C(O)(=O)CC(CC(O)=O)(C(O)=O)O. (2) Given the product [Cl:3][C:4]1[CH:10]=[C:9]([I:11])[CH:8]=[CH:7][C:5]=1[NH:6][C:13]1[C:21]([F:22])=[C:20]([F:23])[CH:19]=[CH:18][C:14]=1[C:15]([OH:17])=[O:16], predict the reactants needed to synthesize it. The reactants are: [H-].[Li+].[Cl:3][C:4]1[CH:10]=[C:9]([I:11])[CH:8]=[CH:7][C:5]=1[NH2:6].F[C:13]1[C:21]([F:22])=[C:20]([F:23])[CH:19]=[CH:18][C:14]=1[C:15]([OH:17])=[O:16].Cl.